From a dataset of TCR-epitope binding with 47,182 pairs between 192 epitopes and 23,139 TCRs. Binary Classification. Given a T-cell receptor sequence (or CDR3 region) and an epitope sequence, predict whether binding occurs between them. (1) The TCR CDR3 sequence is CSVDSPHGFYEQYF. Result: 1 (the TCR binds to the epitope). The epitope is SEPVLKGVKL. (2) The epitope is VLQAVGACV. The TCR CDR3 sequence is CASSSPYRRSYNEQFF. Result: 0 (the TCR does not bind to the epitope). (3) The epitope is LLWNGPMAV. The TCR CDR3 sequence is CASSGGQGAYEQYF. Result: 1 (the TCR binds to the epitope). (4) The epitope is QECVRGTTVL. The TCR CDR3 sequence is CSVESRDDYEQYF. Result: 1 (the TCR binds to the epitope). (5) The epitope is SLVKPSFYV. The TCR CDR3 sequence is CASSKGRGRNTEAFF. Result: 1 (the TCR binds to the epitope). (6) The TCR CDR3 sequence is CASSKVKRRSGNTIYF. Result: 1 (the TCR binds to the epitope). The epitope is WICLLQFAY.